This data is from Catalyst prediction with 721,799 reactions and 888 catalyst types from USPTO. The task is: Predict which catalyst facilitates the given reaction. Reactant: [CH3:1][C:2]1[CH:3]=[CH:4][C:5]([C:21]([NH:23][C:24]2[CH:25]=[C:26]([C:36]([F:39])([F:38])[F:37])[CH:27]=[C:28]([N:30]3[CH:34]=[N:33][C:32]([CH3:35])=[CH:31]3)[CH:29]=2)=[O:22])=[CH:6][C:7]=1[NH:8][C:9]1[N:10]=[CH:11][CH:12]=[C:13]([C:15]2[CH:16]=[CH:17][CH:18]=[N:19][CH:20]=2)[N:14]=1.[ClH:40].O. Product: [CH3:1][C:2]1[CH:3]=[CH:4][C:5]([C:21]([NH:23][C:24]2[CH:25]=[C:26]([C:36]([F:38])([F:39])[F:37])[CH:27]=[C:28]([N:30]3[CH:34]=[N:33][C:32]([CH3:35])=[CH:31]3)[CH:29]=2)=[O:22])=[CH:6][C:7]=1[NH:8][C:9]1[N:10]=[CH:11][CH:12]=[C:13]([C:15]2[CH:16]=[CH:17][CH:18]=[N:19][CH:20]=2)[N:14]=1.[ClH:40]. The catalyst class is: 8.